This data is from Full USPTO retrosynthesis dataset with 1.9M reactions from patents (1976-2016). The task is: Predict the reactants needed to synthesize the given product. (1) Given the product [C:1]([C:3]1[CH:4]=[C:5]([C@H:9]([CH2:29][C:30]2[CH:35]=[CH:34][C:33]([O:36][CH2:38][F:37])=[CH:32][CH:31]=2)[C@@H:10]([NH:12][C:13](=[O:28])[C:14]([O:17][C:18]2[CH:23]=[C:22]([C:24]([F:27])([F:25])[F:26])[CH:21]=[CH:20][N:19]=2)([CH3:16])[CH3:15])[CH3:11])[CH:6]=[CH:7][CH:8]=1)#[N:2], predict the reactants needed to synthesize it. The reactants are: [C:1]([C:3]1[CH:4]=[C:5]([C@H:9]([CH2:29][C:30]2[CH:35]=[CH:34][C:33]([OH:36])=[CH:32][CH:31]=2)[C@@H:10]([NH:12][C:13](=[O:28])[C:14]([O:17][C:18]2[CH:23]=[C:22]([C:24]([F:27])([F:26])[F:25])[CH:21]=[CH:20][N:19]=2)([CH3:16])[CH3:15])[CH3:11])[CH:6]=[CH:7][CH:8]=1)#[N:2].[F:37][CH2:38]I. (2) The reactants are: [CH3:1][O:2][C:3]1[CH:11]=[C:10]2[C:6]([C:7]([S:19][C:20]3[CH:25]=[CH:24][CH:23]=[CH:22][C:21]=3[N+:26]([O-:28])=[O:27])=[CH:8][N:9]2[CH2:12][C:13]2[CH:18]=[CH:17][CH:16]=[CH:15][N:14]=2)=[CH:5][CH:4]=1.[ClH:29]. Given the product [ClH:29].[CH3:1][O:2][C:3]1[CH:11]=[C:10]2[C:6]([C:7]([S:19][C:20]3[CH:25]=[CH:24][CH:23]=[CH:22][C:21]=3[N+:26]([O-:28])=[O:27])=[CH:8][N:9]2[CH2:12][C:13]2[CH:18]=[CH:17][CH:16]=[CH:15][N:14]=2)=[CH:5][CH:4]=1, predict the reactants needed to synthesize it. (3) Given the product [NH:1]([CH2:2][C:3]1[CH:4]=[CH:5][C:6]([C:7]([OH:9])=[O:8])=[CH:10][CH:11]=1)[C:14]([NH2:15])=[NH:13], predict the reactants needed to synthesize it. The reactants are: [NH2:1][CH2:2][C:3]1[CH:11]=[CH:10][C:6]([C:7]([OH:9])=[O:8])=[CH:5][CH:4]=1.N.[N:13]#[C:14][NH2:15]. (4) Given the product [NH2:20][C:18]1[N:19]=[C:8]([OH:10])[C:3]2[CH2:4][CH2:5][CH2:6][CH2:7][C:2]=2[N:17]=1, predict the reactants needed to synthesize it. The reactants are: O=[C:2]1[CH2:7][CH2:6][CH2:5][CH2:4][CH:3]1[C:8]([O:10]CC)=O.C(=O)(O)O.[NH2:17][C:18]([NH2:20])=[NH:19]. (5) Given the product [NH2:59][C:56]([CH3:58])([CH3:57])[CH2:55][NH:54][C:17]([C:13]1[N:8]2[CH:9]=[C:10]([F:12])[CH:11]=[C:6]([O:5][CH2:4][C:3]3[C:2]([F:1])=[CH:23][CH:22]=[CH:21][C:20]=3[F:24])[C:7]2=[N:15][C:14]=1[CH3:16])=[O:19], predict the reactants needed to synthesize it. The reactants are: [F:1][C:2]1[CH:23]=[CH:22][CH:21]=[C:20]([F:24])[C:3]=1[CH2:4][O:5][C:6]1[C:7]2[N:8]([C:13]([C:17]([OH:19])=O)=[C:14]([CH3:16])[N:15]=2)[CH:9]=[C:10]([F:12])[CH:11]=1.F[B-](F)(F)F.N1(O[C+](N(C)C)N(C)C)C2C=CC=CC=2N=N1.CN1CCOCC1.[NH2:54][CH2:55][C:56]([NH2:59])([CH3:58])[CH3:57]. (6) Given the product [CH2:1]([O:8][C:9]1[CH:14]=[CH:13][CH:12]=[C:11]([N:16]2[CH2:20][CH2:19][CH2:18][CH2:17]2)[N:10]=1)[C:2]1[CH:7]=[CH:6][CH:5]=[CH:4][CH:3]=1, predict the reactants needed to synthesize it. The reactants are: [CH2:1]([O:8][C:9]1[CH:14]=[CH:13][CH:12]=[C:11](Br)[N:10]=1)[C:2]1[CH:7]=[CH:6][CH:5]=[CH:4][CH:3]=1.[NH:16]1[CH2:20][CH2:19][CH2:18][CH2:17]1.CC(C)([O-])C.[Na+].C1(C)C=CC=CC=1. (7) The reactants are: [Br:1][C:2]1[S:6][C:5]2[CH2:7][CH2:8][CH2:9][C:10]3([C:14](=[O:15])[NH:13][C:12](=[S:16])[NH:11]3)[C:4]=2[CH:3]=1.[H-].[Na+].[CH2:19](Br)[C:20]1[CH:25]=[CH:24][CH:23]=[CH:22][CH:21]=1. Given the product [CH2:19]([N:13]1[C:14](=[O:15])[C:10]2([C:4]3[CH:3]=[C:2]([Br:1])[S:6][C:5]=3[CH2:7][CH2:8][CH2:9]2)[N:11]=[C:12]1[S:16][CH2:3][C:4]1[CH:10]=[CH:9][CH:8]=[CH:7][CH:5]=1)[C:20]1[CH:25]=[CH:24][CH:23]=[CH:22][CH:21]=1, predict the reactants needed to synthesize it.